From a dataset of Peptide-MHC class I binding affinity with 185,985 pairs from IEDB/IMGT. Regression. Given a peptide amino acid sequence and an MHC pseudo amino acid sequence, predict their binding affinity value. This is MHC class I binding data. (1) The peptide sequence is GLTDLGLLYT. The MHC is HLA-A02:02 with pseudo-sequence HLA-A02:02. The binding affinity (normalized) is 0.711. (2) The peptide sequence is RSLVCLAPK. The MHC is HLA-A29:02 with pseudo-sequence HLA-A29:02. The binding affinity (normalized) is 0.0847.